Dataset: NCI-60 drug combinations with 297,098 pairs across 59 cell lines. Task: Regression. Given two drug SMILES strings and cell line genomic features, predict the synergy score measuring deviation from expected non-interaction effect. Drug 1: C1C(C(OC1N2C=C(C(=O)NC2=O)F)CO)O. Drug 2: CCC(=C(C1=CC=CC=C1)C2=CC=C(C=C2)OCCN(C)C)C3=CC=CC=C3.C(C(=O)O)C(CC(=O)O)(C(=O)O)O. Cell line: PC-3. Synergy scores: CSS=17.4, Synergy_ZIP=-2.93, Synergy_Bliss=1.65, Synergy_Loewe=-7.59, Synergy_HSA=2.55.